This data is from Forward reaction prediction with 1.9M reactions from USPTO patents (1976-2016). The task is: Predict the product of the given reaction. (1) Given the reactants C([O-])(=O)C([O-])=O.[CH3:7][C:8]1[O:12][C:11]([CH2:13][NH3+:14])=[N:10][N:9]=1.[CH3:7][C:8]1[O:12][C:11]([CH2:13][NH3+:14])=[N:10][N:9]=1.Cl[CH2:24][C:25]1[NH:26][C:27](=[O:51])[C:28]2[S:33][C:32]([N:34]3[CH2:39][CH2:38][CH:37]([O:40][C:41]4[CH:46]=[CH:45][CH:44]=[CH:43][C:42]=4[C:47]([F:50])([F:49])[F:48])[CH2:36][CH2:35]3)=[N:31][C:29]=2[N:30]=1.C(N(CC)CC)C.C(O)(=O)C, predict the reaction product. The product is: [CH3:7][C:8]1[O:12][C:11]([CH2:13][NH:14][CH2:24][C:25]2[NH:26][C:27](=[O:51])[C:28]3[S:33][C:32]([N:34]4[CH2:35][CH2:36][CH:37]([O:40][C:41]5[CH:46]=[CH:45][CH:44]=[CH:43][C:42]=5[C:47]([F:48])([F:50])[F:49])[CH2:38][CH2:39]4)=[N:31][C:29]=3[N:30]=2)=[N:10][N:9]=1. (2) Given the reactants C[O:2][C:3](=O)[CH2:4][N:5]1[CH:9]=[C:8]([N:10]2[C:22]3[C:21]4[CH:20]=[C:19]([Br:23])[CH:18]=[CH:17][C:16]=4[N:15]=[CH:14][C:13]=3[N:12]([CH3:24])[C:11]2=[O:25])[C:7]([CH3:26])=[N:6]1.CO.[BH4-].[Na+], predict the reaction product. The product is: [Br:23][C:19]1[CH:18]=[CH:17][C:16]2[N:15]=[CH:14][C:13]3[N:12]([CH3:24])[C:11](=[O:25])[N:10]([C:8]4[C:7]([CH3:26])=[N:6][N:5]([CH2:4][CH2:3][OH:2])[CH:9]=4)[C:22]=3[C:21]=2[CH:20]=1. (3) Given the reactants [CH3:1][N:2]1[C:6](=[O:7])[CH2:5][C:4]([CH3:8])=[N:3]1.CC1C=CC=C(C)N=1.[S:17](O[S:17]([C:20]([F:23])([F:22])[F:21])(=[O:19])=[O:18])([C:20]([F:23])([F:22])[F:21])(=[O:19])=[O:18], predict the reaction product. The product is: [F:21][C:20]([F:23])([F:22])[S:17]([O:7][CH:6]1[N:2]([CH3:1])[N:3]=[C:4]([CH3:8])[CH2:5]1)(=[O:19])=[O:18]. (4) The product is: [NH2:3][C:4]1[CH:35]=[C:34]([C:36]([F:39])([F:38])[F:37])[CH:33]=[CH:32][C:5]=1[CH2:6][N:7]1[C:15]2[C:14]([NH:16][C@@H:17]([CH:19]3[CH2:22][CH2:21][CH2:20]3)[CH3:18])=[N:13][C:41]([C:40]([OH:1])=[O:42])=[N:11][C:10]=2[CH:9]=[C:8]1[C:25]1[CH:30]=[CH:29][CH:28]=[C:27]([CH3:31])[CH:26]=1.[C:34]([OH:42])([C:36]([F:39])([F:38])[F:37])=[O:1]. Given the reactants [OH-:1].[Na+].[NH2:3][C:4]1[CH:35]=[C:34]([C:36]([F:39])([F:38])[F:37])[CH:33]=[CH:32][C:5]=1[CH2:6][N:7]1[C:15]2[C:14]([NH:16][C@@H:17]([CH:19]3[CH2:22][CH2:21][CH2:20]3)[CH3:18])=[N:13]C(C#N)=[N:11][C:10]=2[CH:9]=[C:8]1[C:25]1[CH:30]=[CH:29][CH:28]=[C:27]([CH3:31])[CH:26]=1.[CH2:40]([OH:42])[CH3:41], predict the reaction product.